Dataset: Forward reaction prediction with 1.9M reactions from USPTO patents (1976-2016). Task: Predict the product of the given reaction. (1) Given the reactants [F:1][C:2]1[CH:9]=[CH:8][CH:7]=[CH:6][C:3]=1[CH2:4]Br.[H-].[Na+].[F:12][C:13]([F:22])([F:21])[CH2:14][CH2:15][CH:16]([C:19]#[N:20])[C:17]#[N:18], predict the reaction product. The product is: [F:1][C:2]1[CH:9]=[CH:8][CH:7]=[CH:6][C:3]=1[CH2:4][C:16]([CH2:15][CH2:14][C:13]([F:12])([F:21])[F:22])([C:17]#[N:18])[C:19]#[N:20]. (2) Given the reactants [F:1][C:2]([F:22])([F:21])[C:3]1[CH:4]=[C:5]([CH:14]=[C:15]([C:17]([F:20])([F:19])[F:18])[CH:16]=1)[CH2:6][NH:7][C:8]1[N:9]=[N:10][N:11]([CH3:13])[N:12]=1.[H-].[Na+].Br[CH2:26][C:27]1[CH:32]=[C:31]([C:33]([F:36])([F:35])[F:34])[CH:30]=[CH:29][C:28]=1[C@H:37]([CH:40]1[CH2:44][CH2:43][CH2:42][CH2:41]1)[O:38][CH3:39], predict the reaction product. The product is: [F:18][C:17]([F:19])([F:20])[C:15]1[CH:14]=[C:5]([CH:4]=[C:3]([C:2]([F:1])([F:21])[F:22])[CH:16]=1)[CH2:6][N:7]([CH2:26][C:27]1[CH:32]=[C:31]([C:33]([F:34])([F:35])[F:36])[CH:30]=[CH:29][C:28]=1[C@H:37]([CH:40]1[CH2:44][CH2:43][CH2:42][CH2:41]1)[O:38][CH3:39])[C:8]1[N:9]=[N:10][N:11]([CH3:13])[N:12]=1. (3) Given the reactants Cl[C:2]1[C:11]2[C:6](=[CH:7][CH:8]=[C:9]([Cl:12])[N:10]=2)[N:5]=[CH:4][C:3]=1[C:13](=[O:15])[CH3:14].Cl.Cl.[CH3:18][N:19]([CH3:29])[CH2:20][CH2:21][C@H:22]1[CH2:27][CH2:26][C@H:25]([NH2:28])[CH2:24][CH2:23]1, predict the reaction product. The product is: [Cl:12][C:9]1[N:10]=[C:11]2[C:6](=[CH:7][CH:8]=1)[N:5]=[CH:4][C:3]([C:13](=[O:15])[CH3:14])=[C:2]2[NH:28][C@H:25]1[CH2:26][CH2:27][C@H:22]([CH2:21][CH2:20][N:19]([CH3:18])[CH3:29])[CH2:23][CH2:24]1. (4) Given the reactants [CH:1]1([C@H:5]([NH:7][C:8]2[N:16]=[C:15]([C:17]#[N:18])[N:14]=[C:13]3[C:9]=2[N:10]([CH2:19][C:20]2[CH:25]=[CH:24][C:23]([C:26]([F:29])([F:28])[F:27])=[CH:22][CH:21]=2)[CH:11]=[N:12]3)[CH3:6])[CH2:4][CH2:3][CH2:2]1.Br[C:31]1[CH:36]=[CH:35][CH:34]=[CH:33][N:32]=1.[F-].[Cs+].C(O)(=O)C(C)(C)C, predict the reaction product. The product is: [CH:1]1([C@H:5]([NH:7][C:8]2[N:16]=[C:15]([C:17]#[N:18])[N:14]=[C:13]3[C:9]=2[N:10]([CH2:19][C:20]2[CH:21]=[CH:22][C:23]([C:26]([F:27])([F:28])[F:29])=[CH:24][CH:25]=2)[C:11]([C:31]2[CH:36]=[CH:35][CH:34]=[CH:33][N:32]=2)=[N:12]3)[CH3:6])[CH2:4][CH2:3][CH2:2]1. (5) Given the reactants [Br:1][C:2]1[CH:7]=[CH:6][C:5]([OH:8])=[C:4]([F:9])[CH:3]=1.[CH:10](O)([CH3:12])[CH3:11].C1(P(C2C=CC=CC=2)C2C=CC=CC=2)C=CC=CC=1.CC(OC(/N=N/C(OC(C)C)=O)=O)C, predict the reaction product. The product is: [Br:1][C:2]1[CH:7]=[CH:6][C:5]([O:8][CH:10]([CH3:12])[CH3:11])=[C:4]([F:9])[CH:3]=1.